Task: Predict the reactants needed to synthesize the given product.. Dataset: Full USPTO retrosynthesis dataset with 1.9M reactions from patents (1976-2016) Given the product [CH3:39][O:38][CH2:37][CH2:36][CH2:35][N:31]1[C:30]2[CH:40]=[C:26]([CH2:25][O:24][CH:9]3[CH:8]([C:5]4[CH:6]=[CH:7][C:2]([O:1][C:50]([N:42]5[CH2:43][CH2:44][CH:60]([C:54]6[CH:59]=[CH:58][CH:57]=[CH:56][CH:55]=6)[CH2:41]5)=[O:51])=[CH:3][CH:4]=4)[CH2:13][CH2:12][N:11]([C:14]([O:16][CH2:17][C:18]4[CH:19]=[CH:20][CH:21]=[CH:22][CH:23]=4)=[O:15])[CH2:10]3)[CH:27]=[CH:28][C:29]=2[O:34][CH2:33][CH2:32]1, predict the reactants needed to synthesize it. The reactants are: [OH:1][C:2]1[CH:7]=[CH:6][C:5]([CH:8]2[CH2:13][CH2:12][N:11]([C:14]([O:16][CH2:17][C:18]3[CH:23]=[CH:22][CH:21]=[CH:20][CH:19]=3)=[O:15])[CH2:10][CH:9]2[O:24][CH2:25][C:26]2[CH:27]=[CH:28][C:29]3[O:34][CH2:33][CH2:32][N:31]([CH2:35][CH2:36][CH2:37][O:38][CH3:39])[C:30]=3[CH:40]=2)=[CH:4][CH:3]=1.[CH3:41][N:42](C)[C:43]1C=CC=C[CH:44]=1.[C:50](Cl)(Cl)=[O:51].[C:54]1([CH3:60])[CH:59]=[CH:58][CH:57]=[CH:56][CH:55]=1.